From a dataset of Forward reaction prediction with 1.9M reactions from USPTO patents (1976-2016). Predict the product of the given reaction. (1) Given the reactants [Cl:1][C:2]1[CH:7]=[CH:6][CH:5]=[CH:4][C:3]=1B(O)O.CC1(C)N([O])C(C)(C)CCC1.N1C=CC=CC=1.[OH:28][C:29]1[CH:30]=[C:31]([CH:48]=[CH:49][CH:50]=1)[C:32]([N:34]1[CH2:38][CH2:37][C@@:36]2([C:42]3[CH:43]=[CH:44][CH:45]=[CH:46][C:41]=3[C:40](=[O:47])[O:39]2)[CH2:35]1)=[O:33], predict the reaction product. The product is: [Cl:1][C:2]1[CH:7]=[CH:6][CH:5]=[CH:4][C:3]=1[O:28][C:29]1[CH:30]=[C:31]([CH:48]=[CH:49][CH:50]=1)[C:32]([N:34]1[CH2:38][CH2:37][C@@:36]2([C:42]3[CH:43]=[CH:44][CH:45]=[CH:46][C:41]=3[C:40](=[O:47])[O:39]2)[CH2:35]1)=[O:33]. (2) Given the reactants [N:1]([C:4]1[CH:9]=[CH:8][C:7]([B:10]2[O:14][C:13]([CH3:16])([CH3:15])[C:12]([CH3:18])([CH3:17])[O:11]2)=[CH:6][CH:5]=1)=[C:2]=[O:3].[CH3:19][NH2:20].C1COCC1, predict the reaction product. The product is: [CH3:19][NH:20][C:2]([NH:1][C:4]1[CH:9]=[CH:8][C:7]([B:10]2[O:14][C:13]([CH3:16])([CH3:15])[C:12]([CH3:18])([CH3:17])[O:11]2)=[CH:6][CH:5]=1)=[O:3]. (3) Given the reactants [F:1][C:2]([F:14])([F:13])[O:3][C:4]1[CH:12]=[CH:11][C:7]([C:8](Cl)=[O:9])=[CH:6][CH:5]=1.[NH2:15][C@:16]([CH3:30])([CH2:19][N:20]1[CH:29]=[C:23]2[N:24]=[CH:25][C:26]([Br:28])=[CH:27][C:22]2=[N:21]1)[C:17]#[N:18], predict the reaction product. The product is: [Br:28][C:26]1[CH:25]=[N:24][C:23]2=[CH:29][N:20]([CH2:19][C@@:16]([NH:15][C:8](=[O:9])[C:7]3[CH:11]=[CH:12][C:4]([O:3][C:2]([F:14])([F:13])[F:1])=[CH:5][CH:6]=3)([C:17]#[N:18])[CH3:30])[N:21]=[C:22]2[CH:27]=1. (4) Given the reactants [CH:1]([C:3]1[CH:4]=[C:5]2[C:9](=[CH:10][CH:11]=1)[NH:8][C:7]([C:12]([NH2:14])=[O:13])=[C:6]2[S:15][C:16]1[CH:21]=[CH:20][CH:19]=[CH:18][CH:17]=1)=O.Cl.[CH2:23]([NH2:25])[CH3:24], predict the reaction product. The product is: [CH2:23]([NH:25][CH2:1][C:3]1[CH:4]=[C:5]2[C:9](=[CH:10][CH:11]=1)[NH:8][C:7]([C:12]([NH2:14])=[O:13])=[C:6]2[S:15][C:16]1[CH:21]=[CH:20][CH:19]=[CH:18][CH:17]=1)[CH3:24]. (5) Given the reactants [Cl:1][C:2]1[CH:29]=[CH:28][C:5]([CH2:6][C:7]2[C:15]3[C:10](=[CH:11][CH:12]=[CH:13][C:14]=3[S:16][CH3:17])[N:9]3[CH2:18][CH2:19][CH2:20][CH:21]([CH2:22][C:23]([O:25][CH2:26][CH3:27])=[O:24])[C:8]=23)=[CH:4][CH:3]=1.C1C=C(C([O-])=[O:37])C(C(O[O-])=O)=CC=1.[Mg+2], predict the reaction product. The product is: [Cl:1][C:2]1[CH:3]=[CH:4][C:5]([CH2:6][C:7]2[C:15]3[C:10](=[CH:11][CH:12]=[CH:13][C:14]=3[S:16]([CH3:17])=[O:37])[N:9]3[CH2:18][CH2:19][CH2:20][CH:21]([CH2:22][C:23]([O:25][CH2:26][CH3:27])=[O:24])[C:8]=23)=[CH:28][CH:29]=1. (6) Given the reactants C=[C:2]1[CH2:18][C@@:5]2([C:19]([O:21][CH2:22][CH3:23])=[O:20])[C:6](=[O:17])[N:7]3[CH2:16][CH2:15][CH2:14][C:9]4[CH:10]=[CH:11][CH:12]=[C:13]([C:8]3=4)[C@H:4]2[CH2:3]1.C[N+]1([O-])CC[O:28]CC1.I([O-])(=O)(=O)=O.[Na+], predict the reaction product. The product is: [O:17]=[C:6]1[C@:5]2([C:19]([O:21][CH2:22][CH3:23])=[O:20])[CH2:18][C:2](=[O:28])[CH2:3][C@@H:4]2[C:13]2[C:8]3=[C:9]([CH2:14][CH2:15][CH2:16][N:7]13)[CH:10]=[CH:11][CH:12]=2. (7) Given the reactants [C:1]([C:17](OC)=[O:18])([C:4]([C:7]([C:10]([C:13]([F:16])([F:15])[F:14])([F:12])[F:11])([F:9])[F:8])([F:6])[F:5])([F:3])[F:2].[NH2:21][CH2:22][CH2:23][OH:24], predict the reaction product. The product is: [C:1]([C:17]([NH:21][CH2:22][CH2:23][OH:24])=[O:18])([C:4]([C:7]([C:10]([C:13]([F:14])([F:15])[F:16])([F:11])[F:12])([F:9])[F:8])([F:6])[F:5])([F:3])[F:2]. (8) Given the reactants [C:1]([C:3]1[CH:4]=[C:5]([CH3:38])[C:6]([C:9]([NH:11][C:12]2[N:17]=[C:16]([C@:18]3([CH3:36])[CH2:23][C@@H:22]([C:24]([F:27])([F:26])[F:25])[O:21][C:20]([NH:28]C(=O)OC(C)(C)C)=[N:19]3)[C:15]([F:37])=[CH:14][CH:13]=2)=[O:10])=[N:7][CH:8]=1)#[N:2].FC(F)(F)C(O)=O, predict the reaction product. The product is: [NH2:28][C:20]1[O:21][C@H:22]([C:24]([F:25])([F:27])[F:26])[CH2:23][C@:18]([C:16]2[N:17]=[C:12]([NH:11][C:9](=[O:10])[C:6]3[C:5]([CH3:38])=[CH:4][C:3]([C:1]#[N:2])=[CH:8][N:7]=3)[CH:13]=[CH:14][C:15]=2[F:37])([CH3:36])[N:19]=1. (9) Given the reactants C([Si](C)(C)[O:6][C@H:7]1[CH2:12][CH2:11][C@H:10]([N:13]2[CH2:18][CH2:17][CH2:16][CH:15]([CH2:19][C:20]3[CH:25]=[CH:24][C:23]([C:26]4[CH:27]=[N:28][CH:29]=[CH:30][CH:31]=4)=[CH:22][C:21]=3[Cl:32])[C:14]2=[O:33])[CH2:9][CH2:8]1)(C)(C)C, predict the reaction product. The product is: [Cl:32][C:21]1[CH:22]=[C:23]([C:26]2[CH:27]=[N:28][CH:29]=[CH:30][CH:31]=2)[CH:24]=[CH:25][C:20]=1[CH2:19][CH:15]1[CH2:16][CH2:17][CH2:18][N:13]([C@H:10]2[CH2:11][CH2:12][C@H:7]([OH:6])[CH2:8][CH2:9]2)[C:14]1=[O:33].